This data is from Catalyst prediction with 721,799 reactions and 888 catalyst types from USPTO. The task is: Predict which catalyst facilitates the given reaction. Reactant: [Cl:1][C:2]1[CH:21]=[C:20]([C:22]2[C:30]3[C:25](=[CH:26][CH:27]=[C:28]([NH:31][C:32](=[O:44])[CH:33]([N:39]4[CH2:43][CH2:42][CH2:41][CH2:40]4)[C:34]4[CH:38]=[CH:37][S:36][CH:35]=4)[CH:29]=3)[NH:24][N:23]=2)[CH:19]=[CH:18][C:3]=1[O:4][CH:5]1[CH2:10][CH2:9][N:8](C(OC(C)(C)C)=O)[CH2:7][CH2:6]1.C(O)(C(F)(F)F)=O. Product: [Cl:1][C:2]1[CH:21]=[C:20]([C:22]2[C:30]3[C:25](=[CH:26][CH:27]=[C:28]([NH:31][C:32](=[O:44])[CH:33]([N:39]4[CH2:40][CH2:41][CH2:42][CH2:43]4)[C:34]4[CH:38]=[CH:37][S:36][CH:35]=4)[CH:29]=3)[NH:24][N:23]=2)[CH:19]=[CH:18][C:3]=1[O:4][CH:5]1[CH2:6][CH2:7][NH:8][CH2:9][CH2:10]1. The catalyst class is: 2.